This data is from Catalyst prediction with 721,799 reactions and 888 catalyst types from USPTO. The task is: Predict which catalyst facilitates the given reaction. (1) Product: [Cl:1][C:2]([Cl:19])=[CH:3][CH2:4][O:5][C:6]1[CH:16]=[C:15]([Cl:17])[C:9]([O:10][CH2:11][CH2:12][CH2:13][Br:21])=[C:8]([Cl:18])[CH:7]=1. The catalyst class is: 2. Reactant: [Cl:1][C:2]([Cl:19])=[CH:3][CH2:4][O:5][C:6]1[CH:16]=[C:15]([Cl:17])[C:9]([O:10][CH2:11][CH2:12][CH2:13]O)=[C:8]([Cl:18])[CH:7]=1.C(Br)(Br)(Br)[Br:21].C1(P(C2C=CC=CC=2)C2C=CC=CC=2)C=CC=CC=1. (2) Reactant: [S:1]1[C:9]2[C:8](=[O:10])[CH2:7][N:6]=[CH:5][C:4]=2[CH:3]=[CH:2]1.[H-].[Na+].[S:13](Cl)([C:16]1[CH:22]=[CH:21][C:19]([CH3:20])=[CH:18][CH:17]=1)(=[O:15])=[O:14]. Product: [CH3:20][C:19]1[CH:21]=[CH:22][C:16]([S:13]([O:10][C:8]2[C:9]3[S:1][CH:2]=[CH:3][C:4]=3[CH:5]=[N:6][CH:7]=2)(=[O:15])=[O:14])=[CH:17][CH:18]=1. The catalyst class is: 1. (3) Reactant: [NH2:1][C:2]1[N:7]=[CH:6][N:5]=[C:4]2[N:8]([C@@H:25]3[CH2:30][CH2:29][CH2:28][N:27](C(OC(C)(C)C)=O)[CH2:26]3)[N:9]=[C:10]([C:11]3[CH:16]=[CH:15][C:14]([O:17][C:18]4[CH:23]=[CH:22][CH:21]=[CH:20][CH:19]=4)=[CH:13][C:12]=3[F:24])[C:3]=12.FC(F)(F)C(O)=O. Product: [F:24][C:12]1[CH:13]=[C:14]([O:17][C:18]2[CH:23]=[CH:22][CH:21]=[CH:20][CH:19]=2)[CH:15]=[CH:16][C:11]=1[C:10]1[C:3]2[C:4](=[N:5][CH:6]=[N:7][C:2]=2[NH2:1])[N:8]([C@@H:25]2[CH2:30][CH2:29][CH2:28][NH:27][CH2:26]2)[N:9]=1. The catalyst class is: 4. (4) Reactant: B(Br)(Br)Br.C[O:6][C:7]1[CH:8]=[C:9]([CH:18]=[CH:19][CH:20]=1)[CH2:10][NH:11][CH:12]1[CH2:17][CH2:16][CH2:15][CH2:14][CH2:13]1. Product: [OH:6][C:7]1[CH:8]=[C:9]([CH:18]=[CH:19][CH:20]=1)[CH2:10][NH:11][CH:12]1[CH2:17][CH2:16][CH2:15][CH2:14][CH2:13]1. The catalyst class is: 2.